Task: Predict the reaction yield, written as a fraction of the theoretical maximum amount of product (1.0 means a 100% yield; for example, 0.34 means a 34% yield).. Dataset: Reaction yield outcomes from USPTO patents with 853,638 reactions (1) The reactants are Br[C:2]1[CH:7]=[C:6]([C:8]2([C:19]3[CH:24]=[C:23]([CH3:25])[C:22]([O:26][CH3:27])=[C:21]([F:28])[CH:20]=3)[C:16]3[C:11](=[C:12]([F:17])[CH:13]=[CH:14][CH:15]=3)[C:10]([NH2:18])=[N:9]2)[CH:5]=[CH:4][N:3]=1.[N:29]1[CH:34]=[C:33](B(O)O)[CH:32]=[N:31][CH:30]=1. No catalyst specified. The product is [F:17][C:12]1[CH:13]=[CH:14][CH:15]=[C:16]2[C:11]=1[C:10]([NH2:18])=[N:9][C:8]2([C:19]1[CH:24]=[C:23]([CH3:25])[C:22]([O:26][CH3:27])=[C:21]([F:28])[CH:20]=1)[C:6]1[CH:5]=[CH:4][N:3]=[C:2]([C:33]2[CH:34]=[N:29][CH:30]=[N:31][CH:32]=2)[CH:7]=1. The yield is 0.110. (2) The reactants are [C:1]([O:5][C:6]([N:8]1[CH2:13][CH:12]=[C:11]([C:14]2[N:19]=[CH:18][C:17]([C:20]([O:22][CH3:23])=[O:21])=[CH:16][N:15]=2)[CH2:10][CH2:9]1)=[O:7])([CH3:4])([CH3:3])[CH3:2]. The catalyst is C(O)C.C(OCC)(=O)C.[Pd]. The product is [C:1]([O:5][C:6]([N:8]1[CH2:13][CH2:12][CH:11]([C:14]2[N:19]=[CH:18][C:17]([C:20]([O:22][CH3:23])=[O:21])=[CH:16][N:15]=2)[CH2:10][CH2:9]1)=[O:7])([CH3:4])([CH3:3])[CH3:2]. The yield is 1.00. (3) The reactants are [CH3:1][CH:2]([C:4]1[NH:12][C:7]2=[N:8][CH:9]=[CH:10][CH:11]=[C:6]2[CH:5]=1)[CH3:3].ClC1C=CC=C(C(OO)=[O:21])C=1. The catalyst is ClCCl. The product is [CH3:3][CH:2]([C:4]1[NH:12][C:7]2=[N+:8]([O-:21])[CH:9]=[CH:10][CH:11]=[C:6]2[CH:5]=1)[CH3:1]. The yield is 0.185. (4) The reactants are C(OC(=O)[NH:10][C:11]1[C:12]([C:27]([NH:29][C:30]2[CH:31]=[N:32][CH:33]=[CH:34][C:35]=2[N:36]2[CH2:41][C@H:40]([CH3:42])[CH2:39][C@H:38]([NH:43][C:44]([O:46][C:47]([CH3:50])([CH3:49])[CH3:48])=[O:45])[CH2:37]2)=[O:28])=[N:13][C:14]2[C:19]([CH:20]=1)=[CH:18][CH:17]=[C:16]([C:21]1[CH2:22][CH2:23][O:24][CH2:25][CH:26]=1)[CH:15]=2)C1C=CC=CC=1.[H][H]. The catalyst is CO.[Pd]. The product is [NH2:10][C:11]1[C:12]([C:27]([NH:29][C:30]2[CH:31]=[N:32][CH:33]=[CH:34][C:35]=2[N:36]2[CH2:41][C@H:40]([CH3:42])[CH2:39][C@H:38]([NH:43][C:44](=[O:45])[O:46][C:47]([CH3:50])([CH3:49])[CH3:48])[CH2:37]2)=[O:28])=[N:13][C:14]2[C:19]([CH:20]=1)=[CH:18][CH:17]=[C:16]([CH:21]1[CH2:26][CH2:25][O:24][CH2:23][CH2:22]1)[CH:15]=2. The yield is 0.870. (5) The reactants are Cl.Cl.[Cl:3][C:4]1[CH:20]=[CH:19][C:7]([CH2:8][NH:9][C:10]([C:12]2([NH2:18])[CH2:17][CH2:16][NH:15][CH2:14][CH2:13]2)=[O:11])=[CH:6][CH:5]=1.Cl[C:22]1[C:23]2[CH:30]=[CH:29][NH:28][C:24]=2[N:25]=[CH:26][N:27]=1.C(N(CC)CC)C. The catalyst is C(O)CCC. The product is [Cl:3][C:4]1[CH:5]=[CH:6][C:7]([CH2:8][NH:9][C:10]([C:12]2([NH2:18])[CH2:13][CH2:14][N:15]([C:22]3[C:23]4[CH:30]=[CH:29][NH:28][C:24]=4[N:25]=[CH:26][N:27]=3)[CH2:16][CH2:17]2)=[O:11])=[CH:19][CH:20]=1. The yield is 0.800. (6) The reactants are Cl[C:2]1[C:7]([CH:8]([CH2:13][CH2:14][CH3:15])[C:9]([O:11][CH3:12])=[O:10])=[C:6]([CH3:16])[N:5]=[C:4]([C:17]2[CH:22]=[CH:21][CH:20]=[CH:19][CH:18]=2)[N:3]=1.C(N(CC)C(C)C)(C)C.[CH3:32][N:33]1[C:41]2[C:36](=[CH:37][C:38](B3OC(C)(C)C(C)(C)O3)=[CH:39][CH:40]=2)[CH:35]=[CH:34]1. The catalyst is COCCOC.O.[Pd].C1(P(C2C=CC=CC=2)C2C=CC=CC=2)C=CC=CC=1.C1(P(C2C=CC=CC=2)C2C=CC=CC=2)C=CC=CC=1.C1(P(C2C=CC=CC=2)C2C=CC=CC=2)C=CC=CC=1.C1(P(C2C=CC=CC=2)C2C=CC=CC=2)C=CC=CC=1. The product is [CH3:16][C:6]1[C:7]([CH:8]([CH2:13][CH2:14][CH3:15])[C:9]([O:11][CH3:12])=[O:10])=[C:2]([C:38]2[CH:37]=[C:36]3[C:41](=[CH:40][CH:39]=2)[N:33]([CH3:32])[CH:34]=[CH:35]3)[N:3]=[C:4]([C:17]2[CH:22]=[CH:21][CH:20]=[CH:19][CH:18]=2)[N:5]=1. The yield is 0.690.